This data is from Catalyst prediction with 721,799 reactions and 888 catalyst types from USPTO. The task is: Predict which catalyst facilitates the given reaction. The catalyst class is: 2. Product: [CH3:1][C:2]1[CH:3]=[CH:4][C:5]([S:8]([O:11][CH2:12][CH:13]2[O:18][C:17]3[C:19]([OH:41])=[C:20]([NH:23][C:24]([O:26][CH2:27][C:28]4[CH:33]=[CH:32][CH:31]=[CH:30][CH:29]=4)=[O:25])[CH:21]=[CH:22][C:16]=3[O:15][CH2:14]2)(=[O:9])=[O:10])=[CH:6][CH:7]=1. Reactant: [CH3:1][C:2]1[CH:7]=[CH:6][C:5]([S:8]([O:11][CH2:12][C@@H:13]2[O:18][C:17]3[C:19](C=O)=[C:20]([NH:23][C:24]([O:26][CH2:27][C:28]4[CH:33]=[CH:32][CH:31]=[CH:30][CH:29]=4)=[O:25])[CH:21]=[CH:22][C:16]=3[O:15][CH2:14]2)(=[O:10])=[O:9])=[CH:4][CH:3]=1.ClC1C=C(C=CC=1)C(OO)=[O:41].